This data is from Full USPTO retrosynthesis dataset with 1.9M reactions from patents (1976-2016). The task is: Predict the reactants needed to synthesize the given product. Given the product [Br:25][C:24]1[C:19]2[N:20]([CH:26]=[C:17]([C:14]3[CH:13]=[CH:12][C:11]([CH2:10][C@H:9]([NH:5][C:6](=[O:7])[C:52]4[CH:67]=[CH:68][C:69]([O:70][CH:71]([CH3:72])[CH3:73])=[C:50]([Cl:49])[CH:51]=4)[CH2:27][N:28]4[C:29](=[O:38])[C:30]5[C:35](=[CH:34][CH:33]=[CH:32][CH:31]=5)[C:36]4=[O:37])=[CH:16][CH:15]=3)[N:18]=2)[CH:21]=[CH:22][CH:23]=1, predict the reactants needed to synthesize it. The reactants are: CC([N:5]([C@H:9]([CH2:27][N:28]1[C:36](=[O:37])[C:35]2[C:30](=[CH:31][CH:32]=[CH:33][CH:34]=2)[C:29]1=[O:38])[CH2:10][C:11]1[CH:16]=[CH:15][C:14]([C:17]2[N:18]=[C:19]3[C:24]([Br:25])=[CH:23][CH:22]=[CH:21][N:20]3[CH:26]=2)=[CH:13][CH:12]=1)[C:6](=O)[O-:7])(C)C.Cl.C(N(C(C)C)CC)(C)C.[Cl:49][C:50]1[CH:51]=[C:52]([CH:67]=[CH:68][C:69]=1[O:70][CH:71]([CH3:73])[CH3:72])C(OC1C(F)=C(F)C(F)=C(F)C=1F)=O.